Predict the product of the given reaction. From a dataset of Forward reaction prediction with 1.9M reactions from USPTO patents (1976-2016). (1) Given the reactants [CH2:1]([O:8][C:9]1[CH:14]=[CH:13][C:12]([C:15]#[N:16])=[CH:11][C:10]=1[C:17]([CH3:22])([CH3:21])[C:18](O)=[O:19])[C:2]1[CH:7]=[CH:6][CH:5]=[CH:4][CH:3]=1.S(Cl)([Cl:25])=O.CN(C)C=O, predict the reaction product. The product is: [CH2:1]([O:8][C:9]1[CH:14]=[CH:13][C:12]([C:15]#[N:16])=[CH:11][C:10]=1[C:17]([CH3:22])([CH3:21])[C:18]([Cl:25])=[O:19])[C:2]1[CH:7]=[CH:6][CH:5]=[CH:4][CH:3]=1. (2) The product is: [C:15]([O:14][C:12]([N:4]1[C:5]2[C:10](=[CH:9][C:8]([NH:11][C:20]([NH:19][CH2:22][C:23]3[CH:28]=[CH:27][CH:26]=[C:25]([O:29][CH3:30])[CH:24]=3)=[O:21])=[CH:7][CH:6]=2)[C:2]([NH2:1])=[N:3]1)=[O:13])([CH3:18])([CH3:17])[CH3:16]. Given the reactants [NH2:1][C:2]1[C:10]2[C:5](=[CH:6][CH:7]=[C:8]([NH2:11])[CH:9]=2)[N:4]([C:12]([O:14][C:15]([CH3:18])([CH3:17])[CH3:16])=[O:13])[N:3]=1.[N:19]([CH2:22][C:23]1[CH:28]=[CH:27][CH:26]=[C:25]([O:29][CH3:30])[CH:24]=1)=[C:20]=[O:21], predict the reaction product. (3) Given the reactants C[O:2][C:3](=O)[CH2:4][C:5]1[CH:10]=[CH:9][C:8]([N+:11]([O-:13])=[O:12])=[CH:7][C:6]=1[N+:14]([O-])=O.[H][H], predict the reaction product. The product is: [N+:11]([C:8]1[CH:7]=[C:6]2[C:5]([CH2:4][C:3](=[O:2])[NH:14]2)=[CH:10][CH:9]=1)([O-:13])=[O:12]. (4) Given the reactants [Cl:1][C:2]1[S:6][C:5]([C:7]2[O:11][N:10]=[C:9]([CH2:12][N:13]3[C:17]4[CH:18]=[C:19]([C:22]([OH:24])=[O:23])[CH:20]=[CH:21][C:16]=4[N:15]=[C:14]3[C:25](=[O:36])[NH:26][CH:27]3[CH2:32][CH2:31][N:30]([CH:33]([CH3:35])[CH3:34])[CH2:29][CH2:28]3)[CH:8]=2)=[CH:4][CH:3]=1.C1CCC(N=C=NC2CCCCC2)CC1.[CH2:52](O)[CH2:53][OH:54], predict the reaction product. The product is: [OH:54][CH2:53][CH2:52][O:23][C:22]([C:19]1[CH:20]=[CH:21][C:16]2[N:15]=[C:14]([C:25](=[O:36])[NH:26][CH:27]3[CH2:28][CH2:29][N:30]([CH:33]([CH3:34])[CH3:35])[CH2:31][CH2:32]3)[N:13]([CH2:12][C:9]3[CH:8]=[C:7]([C:5]4[S:6][C:2]([Cl:1])=[CH:3][CH:4]=4)[O:11][N:10]=3)[C:17]=2[CH:18]=1)=[O:24]. (5) Given the reactants [Cl:1][C:2]1[N:7]=[N:6][C:5]([NH:8][C:9]2[CH:14]=[CH:13][N:12]=[C:11](S(C)=O)[N:10]=2)=[CH:4][C:3]=1[C:18]1[CH:23]=[CH:22][CH:21]=[CH:20][CH:19]=1.[Cl:24][C:25]1[CH:30]=[CH:29][CH:28]=[CH:27][C:26]=1[CH2:31][CH2:32][NH2:33], predict the reaction product. The product is: [Cl:24][C:25]1[CH:30]=[CH:29][CH:28]=[CH:27][C:26]=1[CH2:31][CH2:32][NH:33][C:11]1[N:10]=[C:9]([NH:8][C:5]2[N:6]=[N:7][C:2]([Cl:1])=[C:3]([C:18]3[CH:23]=[CH:22][CH:21]=[CH:20][CH:19]=3)[CH:4]=2)[CH:14]=[CH:13][N:12]=1. (6) Given the reactants [C:1]([C:3]1[CH:8]=[CH:7][C:6]([NH:9][NH2:10])=[CH:5][CH:4]=1)#[N:2].C(O)(=O)C.[F:15][C:16]([F:29])([F:28])[C:17](=[O:27])[CH2:18][C:19]([C:21]1[CH:22]=[N:23][CH:24]=[CH:25][CH:26]=1)=O, predict the reaction product. The product is: [OH:27][C:17]1([C:16]([F:29])([F:15])[F:28])[N:9]([C:6]2[CH:7]=[CH:8][C:3]([C:1]#[N:2])=[CH:4][CH:5]=2)[N:10]=[C:19]([C:21]2[CH:22]=[N:23][CH:24]=[CH:25][CH:26]=2)[CH2:18]1. (7) Given the reactants Br[C:2]1[CH:3]=[C:4]2[C:14](=[CH:15][CH:16]=1)[O:13][C@@:7]1([CH2:12][CH2:11][CH2:10][O:9][CH2:8]1)[CH2:6][C@@:5]12[C:21]([F:23])([F:22])[CH2:20][O:19][C:18]([NH2:24])=[N:17]1.[Cl:25][C:26]1[CH:27]=[C:28](B(O)[OH:33])[CH:29]=[N:30][CH:31]=1, predict the reaction product. The product is: [CH:20]([OH:19])=[O:33].[Cl:25][C:26]1[CH:27]=[C:28]([C:2]2[CH:3]=[C:4]3[C:14](=[CH:15][CH:16]=2)[O:13][C@@:7]2([CH2:12][CH2:11][CH2:10][O:9][CH2:8]2)[CH2:6][C@@:5]23[C:21]([F:23])([F:22])[CH2:20][O:19][C:18]([NH2:24])=[N:17]2)[CH:29]=[N:30][CH:31]=1. (8) The product is: [CH:13]1([N:11]2[CH2:12][CH:8]([CH2:7][OH:6])[C:9]([CH3:21])([CH3:22])[C:10]2=[O:20])[CH2:14][CH2:15][CH2:16][CH2:17][CH2:18][CH2:19]1. Given the reactants C([SiH2][O:6][C:7](C)(C)[CH:8]1[CH2:12][N:11]([CH:13]2[CH2:19][CH2:18][CH2:17][CH2:16][CH2:15][CH2:14]2)[C:10](=[O:20])[C:9]1([CH3:22])[CH3:21])(C)(C)C, predict the reaction product. (9) Given the reactants [F:1][C:2]1[CH:7]=[CH:6][C:5]([C:8](=O)[CH:9]([C:16]2[CH:21]=[CH:20][CH:19]=[CH:18][CH:17]=2)[CH2:10][C:11](=O)[CH:12]([CH3:14])[CH3:13])=[CH:4][CH:3]=1.[NH2:23][CH2:24][CH2:25][C@H:26]1[O:31][C:30]([CH3:33])([CH3:32])[O:29][C@@H:28]([CH2:34][C:35]([OH:37])=[O:36])[CH2:27]1, predict the reaction product. The product is: [F:1][C:2]1[CH:7]=[CH:6][C:5]([C:8]2[N:23]([CH2:24][CH2:25][C@H:26]3[O:31][C:30]([CH3:33])([CH3:32])[O:29][C@@H:28]([CH2:34][C:35]([OH:37])=[O:36])[CH2:27]3)[C:11]([CH:12]([CH3:14])[CH3:13])=[CH:10][C:9]=2[C:16]2[CH:21]=[CH:20][CH:19]=[CH:18][CH:17]=2)=[CH:4][CH:3]=1. (10) The product is: [NH:20]1[C:28]2[C:23](=[CH:24][CH:25]=[CH:26][CH:27]=2)[C:22](/[CH:29]=[C:7]2\[O:8][C:4]3[C:3]([CH2:12][N:13]4[CH2:18][CH2:17][NH:16][C:15](=[O:19])[CH2:14]4)=[C:2]([OH:1])[CH:11]=[CH:10][C:5]=3[C:6]\2=[O:9])=[N:21]1. Given the reactants [OH:1][C:2]1[CH:11]=[CH:10][C:5]2[C:6](=[O:9])[CH2:7][O:8][C:4]=2[C:3]=1[CH2:12][N:13]1[CH2:18][CH2:17][NH:16][C:15](=[O:19])[CH2:14]1.[NH:20]1[C:28]2[C:23](=[CH:24][CH:25]=[CH:26][CH:27]=2)[C:22]([CH:29]=O)=[N:21]1.N1CCCCC1, predict the reaction product.